From a dataset of Full USPTO retrosynthesis dataset with 1.9M reactions from patents (1976-2016). Predict the reactants needed to synthesize the given product. (1) Given the product [NH2:5][C@@H:6]([CH2:11][CH3:12])[CH2:7][C:8]([O:10][CH3:13])=[O:9], predict the reactants needed to synthesize it. The reactants are: O=S(Cl)Cl.[NH2:5][C@@H:6]([CH2:11][CH3:12])[CH2:7][C:8]([OH:10])=[O:9].[CH3:13]O. (2) Given the product [O:5]1[C:6]2[C:7](=[CH:8][CH:9]=[CH:10][CH:11]=2)[CH:1]=[CH:2][C:3]1=[O:4], predict the reactants needed to synthesize it. The reactants are: [C:1](OC1C(Cl)=CC(Cl)=CC=1Cl)(=O)[CH2:2][C:3]([O:5][C:6]1[C:11](Cl)=[CH:10][C:9](Cl)=[CH:8][C:7]=1Cl)=[O:4].